Task: Regression. Given two drug SMILES strings and cell line genomic features, predict the synergy score measuring deviation from expected non-interaction effect.. Dataset: NCI-60 drug combinations with 297,098 pairs across 59 cell lines (1) Drug 1: COCCOC1=C(C=C2C(=C1)C(=NC=N2)NC3=CC=CC(=C3)C#C)OCCOC.Cl. Drug 2: B(C(CC(C)C)NC(=O)C(CC1=CC=CC=C1)NC(=O)C2=NC=CN=C2)(O)O. Cell line: BT-549. Synergy scores: CSS=71.1, Synergy_ZIP=19.3, Synergy_Bliss=19.0, Synergy_Loewe=-25.7, Synergy_HSA=18.6. (2) Drug 1: C1=C(C(=O)NC(=O)N1)N(CCCl)CCCl. Drug 2: CN(C)C1=NC(=NC(=N1)N(C)C)N(C)C. Cell line: NCI-H322M. Synergy scores: CSS=-5.35, Synergy_ZIP=1.76, Synergy_Bliss=-5.48, Synergy_Loewe=-8.91, Synergy_HSA=-8.20. (3) Drug 1: C1CN1P(=S)(N2CC2)N3CC3. Cell line: 786-0. Synergy scores: CSS=18.4, Synergy_ZIP=-3.50, Synergy_Bliss=1.59, Synergy_Loewe=-2.66, Synergy_HSA=2.28. Drug 2: CC=C1C(=O)NC(C(=O)OC2CC(=O)NC(C(=O)NC(CSSCCC=C2)C(=O)N1)C(C)C)C(C)C. (4) Drug 1: CC1=CC=C(C=C1)C2=CC(=NN2C3=CC=C(C=C3)S(=O)(=O)N)C(F)(F)F. Drug 2: C1CN(CCN1C(=O)CCBr)C(=O)CCBr. Cell line: UACC62. Synergy scores: CSS=24.2, Synergy_ZIP=-7.82, Synergy_Bliss=1.82, Synergy_Loewe=-7.88, Synergy_HSA=0.428. (5) Drug 1: C1=NC(=NC(=O)N1C2C(C(C(O2)CO)O)O)N. Drug 2: CNC(=O)C1=NC=CC(=C1)OC2=CC=C(C=C2)NC(=O)NC3=CC(=C(C=C3)Cl)C(F)(F)F. Cell line: OVCAR-4. Synergy scores: CSS=13.9, Synergy_ZIP=1.85, Synergy_Bliss=-0.980, Synergy_Loewe=-16.0, Synergy_HSA=-2.06. (6) Synergy scores: CSS=-3.67, Synergy_ZIP=4.13, Synergy_Bliss=4.60, Synergy_Loewe=-0.410, Synergy_HSA=-2.91. Drug 1: CC1C(C(CC(O1)OC2CC(CC3=C2C(=C4C(=C3O)C(=O)C5=C(C4=O)C(=CC=C5)OC)O)(C(=O)CO)O)N)O.Cl. Cell line: NCI/ADR-RES. Drug 2: CC12CCC3C(C1CCC2=O)CC(=C)C4=CC(=O)C=CC34C.